This data is from Catalyst prediction with 721,799 reactions and 888 catalyst types from USPTO. The task is: Predict which catalyst facilitates the given reaction. (1) Reactant: [CH2:1]([O:3][C:4]([CH2:6][CH:7]([C:15]([O:17][C:18]([CH3:21])([CH3:20])[CH3:19])=[O:16])[C:8]([O:10][C:11]([CH3:14])([CH3:13])[CH3:12])=[O:9])=[O:5])[CH3:2].[H-].[Na+].[H][H].I[CH2:27][CH:28]([CH3:30])[CH3:29]. Product: [C:11]([O:10][C:8]([C:7]([CH2:27][CH:28]([CH3:30])[CH3:29])([CH2:6][C:4]([O:3][CH2:1][CH3:2])=[O:5])[C:15]([O:17][C:18]([CH3:20])([CH3:19])[CH3:21])=[O:16])=[O:9])([CH3:12])([CH3:13])[CH3:14]. The catalyst class is: 3. (2) Reactant: [Br:1][C:2]1[N:6]2[C:7]3[C:12]([N:13]=[C:14](Cl)[C:5]2=[N:4][CH:3]=1)=[CH:11][CH:10]=[CH:9][CH:8]=3.[CH2:16]([NH2:20])[CH:17]([CH3:19])[CH3:18].CCN(C(C)C)C(C)C.O. Product: [Br:1][C:2]1[N:6]2[C:7]3[C:12]([N:13]=[C:14]([NH:20][CH2:16][CH:17]([CH3:19])[CH3:18])[C:5]2=[N:4][CH:3]=1)=[CH:11][CH:10]=[CH:9][CH:8]=3. The catalyst class is: 37. (3) Reactant: [OH:1][C:2]1[CH:7]=[CH:6][CH:5]=[CH:4][C:3]=1[C:8](=[O:10])[CH3:9].[CH:11](=O)[C:12]1[CH:17]=[CH:16][CH:15]=[CH:14][CH:13]=1. Product: [C:12]1([CH:11]2[CH2:9][C:8](=[O:10])[C:3]3[C:2](=[CH:7][CH:6]=[CH:5][CH:4]=3)[O:1]2)[CH:17]=[CH:16][CH:15]=[CH:14][CH:13]=1. The catalyst class is: 40. (4) Reactant: [CH:1]1([C:4](=[O:11])[CH2:5][C:6]([O:8][CH2:9][CH3:10])=[O:7])[CH2:3][CH2:2]1.C(O)[C:13]1[CH:18]=[CH:17]C=[CH:15][CH:14]=1.O(Cl)[Li]. Product: [CH:1]1([C:4](=[O:11])[CH2:5][C:6]([O:8][CH2:9][C:10]2[CH:17]=[CH:18][CH:13]=[CH:14][CH:15]=2)=[O:7])[CH2:3][CH2:2]1. The catalyst class is: 11. (5) Reactant: [CH3:1][C:2]1[C:10]([N+:11]([O-])=O)=[CH:9][CH:8]=[C:7]2[C:3]=1[CH:4]=[N:5][N:6]2[CH:14]1[CH2:19][CH2:18][CH2:17][CH2:16][O:15]1.C([O-])=O.[NH4+]. Product: [CH3:1][C:2]1[C:10]([NH2:11])=[CH:9][CH:8]=[C:7]2[C:3]=1[CH:4]=[N:5][N:6]2[CH:14]1[CH2:19][CH2:18][CH2:17][CH2:16][O:15]1. The catalyst class is: 29. (6) Reactant: [CH2:1]([C:3]1[CH:4]=[C:5]([C:11]2[CH:12]=[C:13]3[C:17](=[CH:18][CH:19]=2)[C:16](=[O:20])[CH:15]([CH2:21][C:22]([NH:24][CH2:25][C:26]2[CH:31]=[CH:30][CH:29]=[CH:28][N:27]=2)=[O:23])[CH2:14]3)[CH:6]=[CH:7][C:8]=1[O:9]C)[CH3:2].B(Br)(Br)Br.CCOC(C)=O.O. Product: [CH2:1]([C:3]1[CH:4]=[C:5]([C:11]2[CH:12]=[C:13]3[C:17](=[CH:18][CH:19]=2)[C:16](=[O:20])[CH:15]([CH2:21][C:22]([NH:24][CH2:25][C:26]2[CH:31]=[CH:30][CH:29]=[CH:28][N:27]=2)=[O:23])[CH2:14]3)[CH:6]=[CH:7][C:8]=1[OH:9])[CH3:2]. The catalyst class is: 2. (7) Reactant: Cl[C:2]1[CH:3]=[C:4]2[C:8](=[CH:9][C:10]=1[N+:11]([O-:13])=[O:12])[C:7](=[O:14])[NH:6][C:5]2=[O:15].[NH2:16]C(N)=O. Product: [NH2:16][C:2]1[CH:3]=[C:4]2[C:8](=[CH:9][C:10]=1[N+:11]([O-:13])=[O:12])[C:7](=[O:14])[NH:6][C:5]2=[O:15]. The catalyst class is: 6. (8) Reactant: [CH2:1]([O:8][C:9]1[CH:10]=[CH:11][C:12]([CH3:18])=[C:13]([CH:17]=1)[C:14](O)=[O:15])[C:2]1[CH:7]=[CH:6][CH:5]=[CH:4][CH:3]=1.C(Cl)(=O)C([Cl:22])=O. Product: [CH2:1]([O:8][C:9]1[CH:10]=[CH:11][C:12]([CH3:18])=[C:13]([CH:17]=1)[C:14]([Cl:22])=[O:15])[C:2]1[CH:7]=[CH:6][CH:5]=[CH:4][CH:3]=1. The catalyst class is: 2.